The task is: Predict the reactants needed to synthesize the given product.. This data is from Full USPTO retrosynthesis dataset with 1.9M reactions from patents (1976-2016). (1) Given the product [Br:1][C:2]1[CH:3]=[CH:4][C:5]([O:15][CH3:16])=[C:6]([C:8](=[O:14])[CH2:9][OH:10])[CH:7]=1, predict the reactants needed to synthesize it. The reactants are: [Br:1][C:2]1[CH:3]=[CH:4][C:5]([O:15][CH3:16])=[C:6]([C:8](=[O:14])[CH2:9][O:10]C(=O)C)[CH:7]=1. (2) Given the product [F:1][C:2]([F:34])([F:33])[C:3]1[CH:4]=[C:5]([C@H:13]2[O:18][C:17](=[O:19])[N:16]([CH2:20][C:21]3[CH:26]=[C:25]([C:27]([F:30])([F:29])[F:28])[CH:24]=[CH:23][C:22]=3[C:43]3[CH:44]=[C:39]([C:35]([CH3:36])([CH3:38])[CH3:37])[CH:40]=[CH:41][C:42]=3[O:48][CH3:49])[C@@H:15]([CH3:32])[CH2:14]2)[CH:6]=[C:7]([C:9]([F:12])([F:11])[F:10])[CH:8]=1, predict the reactants needed to synthesize it. The reactants are: [F:1][C:2]([F:34])([F:33])[C:3]1[CH:4]=[C:5]([C@H:13]2[O:18][C:17](=[O:19])[N:16]([CH2:20][C:21]3[CH:26]=[C:25]([C:27]([F:30])([F:29])[F:28])[CH:24]=[CH:23][C:22]=3I)[C@@H:15]([CH3:32])[CH2:14]2)[CH:6]=[C:7]([C:9]([F:12])([F:11])[F:10])[CH:8]=1.[C:35]([C:39]1[CH:40]=[CH:41][C:42]([O:48][CH3:49])=[C:43](B(O)O)[CH:44]=1)([CH3:38])([CH3:37])[CH3:36].C([O-])([O-])=O.[K+].[K+].C1COCC1. (3) Given the product [OH:16][C:14]1[CH:15]=[C:2]([O:1][CH2:25][CH:23]2[CH2:22][S:24]2)[CH:3]=[C:4]2[C:13]=1[C:12](=[O:17])[C:11]1[C:6](=[CH:7][CH:8]=[C:9]3[CH:21]=[CH:20][CH:19]=[CH:18][C:10]3=1)[O:5]2, predict the reactants needed to synthesize it. The reactants are: [OH:1][C:2]1[CH:3]=[C:4]2[C:13](=[C:14]([OH:16])[CH:15]=1)[C:12](=[O:17])[C:11]1[C:6](=[CH:7][CH:8]=[C:9]3[CH:21]=[CH:20][CH:19]=[CH:18][C:10]3=1)[O:5]2.[CH2:22]1[S:24][CH:23]1[CH2:25]Cl. (4) Given the product [CH3:1][N:2]([C:12]1[CH:17]=[CH:16][C:15]([NH:18][C:19]([NH:21][C:22]2[CH:27]=[CH:26][CH:25]=[CH:24][CH:23]=2)=[O:20])=[CH:14][CH:13]=1)[S:3]([C:6]1[S:7][C:8]([N:28]2[CH:32]=[CH:31][CH:30]=[N:29]2)=[CH:9][CH:10]=1)(=[O:5])=[O:4], predict the reactants needed to synthesize it. The reactants are: [CH3:1][N:2]([C:12]1[CH:17]=[CH:16][C:15]([NH:18][C:19]([NH:21][C:22]2[CH:27]=[CH:26][CH:25]=[CH:24][CH:23]=2)=[O:20])=[CH:14][CH:13]=1)[S:3]([C:6]1[S:7][C:8](Br)=[CH:9][CH:10]=1)(=[O:5])=[O:4].[NH:28]1[CH:32]=[CH:31][CH:30]=[N:29]1.C(=O)([O-])[O-].[Cs+].[Cs+].C(=NO)C1C(=CC=CC=1)O. (5) Given the product [Br:1][C:2]1[CH:7]=[CH:6][C:5]([CH:8]([CH3:26])[C:9]([C:11]2[CH:12]=[CH:13][C:14]3[O:19][CH2:18][C:17](=[O:20])[N:16]([CH3:21])[C:15]=3[CH:22]=2)=[O:10])=[C:4]([Cl:23])[CH:3]=1, predict the reactants needed to synthesize it. The reactants are: [Br:1][C:2]1[CH:7]=[CH:6][C:5]([CH2:8][C:9]([C:11]2[CH:12]=[CH:13][C:14]3[O:19][CH2:18][C:17](=[O:20])[N:16]([CH3:21])[C:15]=3[CH:22]=2)=[O:10])=[C:4]([Cl:23])[CH:3]=1.[H-].[Na+].[CH3:26]I. (6) Given the product [Cl:19][C:16]1[CH:15]=[CH:14][C:13]([C:4]2[C:3]([OH:20])=[C:2]([CH3:22])[CH:11]=[C:10]3[C:5]=2[CH:6]=[CH:7][CH:8]=[N:9]3)=[CH:18][CH:17]=1, predict the reactants needed to synthesize it. The reactants are: Cl[C:2]1[CH:11]=[C:10]2[C:5]([CH:6]=[CH:7][C:8](C)=[N:9]2)=[C:4]([C:13]2[CH:18]=[CH:17][C:16]([Cl:19])=[CH:15][CH:14]=2)[C:3]=1[OH:20].Br[C:22]1C(O)=C(C)C=C2C=1C=CC=N2.